The task is: Regression. Given a peptide amino acid sequence and an MHC pseudo amino acid sequence, predict their binding affinity value. This is MHC class I binding data.. This data is from Peptide-MHC class I binding affinity with 185,985 pairs from IEDB/IMGT. The peptide sequence is EDAMPGVLSY. The MHC is HLA-A32:01 with pseudo-sequence HLA-A32:01. The binding affinity (normalized) is 0.